From a dataset of Full USPTO retrosynthesis dataset with 1.9M reactions from patents (1976-2016). Predict the reactants needed to synthesize the given product. (1) Given the product [OH:8][CH2:9][C:10]1[N:15]=[C:14]([C:16]#[N:17])[C:13]([C:18]([F:21])([F:19])[F:20])=[CH:12][CH:11]=1, predict the reactants needed to synthesize it. The reactants are: [Si]([O:8][CH2:9][C:10]1[N:15]=[C:14]([C:16]#[N:17])[C:13]([C:18]([F:21])([F:20])[F:19])=[CH:12][CH:11]=1)(C(C)(C)C)(C)C.Cl. (2) Given the product [NH2:9][C:8]1[C:3]([S:2][CH3:1])=[N:4][C:5]([CH3:14])=[CH:6][C:7]=1[S:12][CH3:13], predict the reactants needed to synthesize it. The reactants are: [CH3:1][S:2][C:3]1[C:8]([N+:9]([O-])=O)=[C:7]([S:12][CH3:13])[CH:6]=[C:5]([CH3:14])[N:4]=1.[H][H].CN(C)C1C=CC=CC=1. (3) Given the product [CH:1]1([S:4]([C:7]2[CH:8]=[CH:9][C:10]([CH:13]([C:14]3[NH:39][C:17]([C:19]4[S:20][C:21]([CH:24]([OH:26])[CH3:25])=[CH:22][N:23]=4)=[CH:16][CH:15]=3)[CH2:28][CH:29]3[CH2:34][CH2:33][O:32][CH2:31][CH2:30]3)=[CH:11][CH:12]=2)(=[O:5])=[O:6])[CH2:3][CH2:2]1, predict the reactants needed to synthesize it. The reactants are: [CH:1]1([S:4]([C:7]2[CH:12]=[CH:11][C:10]([CH:13]([CH2:28][CH:29]3[CH2:34][CH2:33][O:32][CH2:31][CH2:30]3)[C:14](=O)[CH2:15][CH2:16][C:17]([C:19]3[S:20][C:21]([CH:24]([OH:26])[CH3:25])=[CH:22][N:23]=3)=O)=[CH:9][CH:8]=2)(=[O:6])=[O:5])[CH2:3][CH2:2]1.C([O-])(=O)C.[NH4+:39].[OH-].[Na+]. (4) The reactants are: [C:1]1([C:17]2[CH:22]=[CH:21][CH:20]=[CH:19][CH:18]=2)[CH:6]=[CH:5][C:4]([CH:7]([NH:15][CH3:16])[CH2:8][N:9]2[CH2:14][CH2:13][O:12][CH2:11][CH2:10]2)=[CH:3][CH:2]=1.[O:23]=[C:24]1[N:29]([CH2:30][C:31]([OH:33])=O)[C:28]2[CH:34]=[C:35]([O:38][C:39]([F:42])([F:41])[F:40])[CH:36]=[CH:37][C:27]=2[O:26][CH2:25]1.C(N(CC)CC)C.F[P-](F)(F)(F)(F)F.N1(O[P+](N(C)C)(N(C)C)N(C)C)C2C=CC=CC=2N=N1.FC(F)(F)C(O)=O. Given the product [C:1]1([C:17]2[CH:22]=[CH:21][CH:20]=[CH:19][CH:18]=2)[CH:2]=[CH:3][C:4]([CH:7]([N:15]([CH3:16])[C:31](=[O:33])[CH2:30][N:29]2[C:28]3[CH:34]=[C:35]([O:38][C:39]([F:42])([F:41])[F:40])[CH:36]=[CH:37][C:27]=3[O:26][CH2:25][C:24]2=[O:23])[CH2:8][N:9]2[CH2:10][CH2:11][O:12][CH2:13][CH2:14]2)=[CH:5][CH:6]=1, predict the reactants needed to synthesize it.